This data is from Full USPTO retrosynthesis dataset with 1.9M reactions from patents (1976-2016). The task is: Predict the reactants needed to synthesize the given product. Given the product [N+:32]([C:22]1[CH:21]=[C:20]([C:3]2[C:4]([I:19])=[C:5]([N:14]([CH3:18])[C:15](=[O:17])[CH3:16])[C:6]([I:13])=[C:7]([N:8]([CH3:12])[C:9](=[O:11])[CH3:10])[C:2]=2[I:1])[CH:25]=[C:24]([N+:26]([O-:28])=[O:27])[C:23]=1[C:29]([C:39]1([O:53][C@H:52]([CH2:54][O:55][C:56](=[O:58])[CH3:57])[C@@H:47]([O:48][C:49](=[O:51])[CH3:50])[C@H:42]([O:43][C:44](=[O:46])[CH3:45])[C@H:40]1[NH2:41])[O:38][C:35](=[O:37])[CH3:36])=[O:30])([O-:34])=[O:33], predict the reactants needed to synthesize it. The reactants are: [I:1][C:2]1[C:7]([N:8]([CH3:12])[C:9](=[O:11])[CH3:10])=[C:6]([I:13])[C:5]([N:14]([CH3:18])[C:15](=[O:17])[CH3:16])=[C:4]([I:19])[C:3]=1[C:20]1[CH:25]=[C:24]([N+:26]([O-:28])=[O:27])[C:23]([C:29](O)=[O:30])=[C:22]([N+:32]([O-:34])=[O:33])[CH:21]=1.[C:35]([O:38][CH:39]1[O:53][C@H:52]([CH2:54][O:55][C:56](=[O:58])[CH3:57])[C@@H:47]([O:48][C:49](=[O:51])[CH3:50])[C@H:42]([O:43][C:44](=[O:46])[CH3:45])[C@H:40]1[NH2:41])(=[O:37])[CH3:36].Cl.CN(C)CCCN=C=NCC.